This data is from NCI-60 drug combinations with 297,098 pairs across 59 cell lines. The task is: Regression. Given two drug SMILES strings and cell line genomic features, predict the synergy score measuring deviation from expected non-interaction effect. Drug 1: C1=CC(=CC=C1CC(C(=O)O)N)N(CCCl)CCCl.Cl. Drug 2: C1=NC2=C(N1)C(=S)N=CN2. Cell line: SK-MEL-2. Synergy scores: CSS=-4.18, Synergy_ZIP=2.02, Synergy_Bliss=-0.757, Synergy_Loewe=-5.88, Synergy_HSA=-5.53.